Predict the product of the given reaction. From a dataset of Forward reaction prediction with 1.9M reactions from USPTO patents (1976-2016). (1) Given the reactants [CH3:1][C:2]([OH:16])([CH3:15])[CH2:3][O:4][C:5]1[CH:10]=[CH:9][C:8]([N+:11]([O-])=O)=[CH:7][C:6]=1[CH3:14], predict the reaction product. The product is: [NH2:11][C:8]1[CH:9]=[CH:10][C:5]([O:4][CH2:3][C:2]([CH3:15])([OH:16])[CH3:1])=[C:6]([CH3:14])[CH:7]=1. (2) Given the reactants [C:1]([C:5]1[N:10]=[C:9](Cl)[C:8]([CH:12]=[CH:13][C:14]([O:16][CH3:17])=[O:15])=[CH:7][CH:6]=1)([CH3:4])([CH3:3])[CH3:2].[NH:18]1[CH2:23][CH2:22][O:21][CH2:20][CH2:19]1.CCN(CC)CC, predict the reaction product. The product is: [CH3:17][O:16][C:14](=[O:15])[CH:13]=[CH:12][C:8]1[C:9]([N:18]2[CH2:23][CH2:22][O:21][CH2:20][CH2:19]2)=[N:10][C:5]([C:1]([CH3:4])([CH3:3])[CH3:2])=[CH:6][CH:7]=1. (3) Given the reactants [O:1]=[C:2]1[N:6]([CH:7]2[CH2:12][CH2:11][N:10](C(OC(C)(C)C)=O)[CH2:9][CH2:8]2)[C:5]2[CH:20]=[C:21]([O:24][C:25]([F:28])([F:27])[F:26])[CH:22]=[CH:23][C:4]=2[NH:3]1.[ClH:29], predict the reaction product. The product is: [ClH:29].[NH:10]1[CH2:11][CH2:12][CH:7]([N:6]2[C:5]3[CH:20]=[C:21]([O:24][C:25]([F:27])([F:26])[F:28])[CH:22]=[CH:23][C:4]=3[NH:3][C:2]2=[O:1])[CH2:8][CH2:9]1. (4) Given the reactants [CH2:1]([O:8][C:9]([N:11]1[CH2:16][CH2:15][CH2:14][C:13]([N:23]=[N+]=[N-])([C:17]2[CH:22]=[CH:21][CH:20]=[CH:19][CH:18]=2)[CH2:12]1)=[O:10])[C:2]1[CH:7]=[CH:6][CH:5]=[CH:4][CH:3]=1.[BH4-].[Na+].Cl.[OH-].[Na+], predict the reaction product. The product is: [CH2:1]([O:8][C:9]([N:11]1[CH2:16][CH2:15][CH2:14][C:13]([NH2:23])([C:17]2[CH:22]=[CH:21][CH:20]=[CH:19][CH:18]=2)[CH2:12]1)=[O:10])[C:2]1[CH:7]=[CH:6][CH:5]=[CH:4][CH:3]=1.